From a dataset of TCR-epitope binding with 47,182 pairs between 192 epitopes and 23,139 TCRs. Binary Classification. Given a T-cell receptor sequence (or CDR3 region) and an epitope sequence, predict whether binding occurs between them. (1) The epitope is LLMPILTLT. The TCR CDR3 sequence is CSDRTGYNEQFF. Result: 1 (the TCR binds to the epitope). (2) The epitope is NEGVKAAW. The TCR CDR3 sequence is CASSFSSTGTTEAFF. Result: 0 (the TCR does not bind to the epitope).